This data is from Full USPTO retrosynthesis dataset with 1.9M reactions from patents (1976-2016). The task is: Predict the reactants needed to synthesize the given product. (1) Given the product [NH2:3][C:4]1[CH:5]=[CH:6][C:7]([CH3:11])=[C:8]([CH:9]=1)[O:10][C:13]1[CH:14]=[CH:15][C:16]2[N:17]([CH:19]=[C:20]([NH:22][C:23]([CH:25]3[CH2:26][CH2:27]3)=[O:24])[N:21]=2)[N:18]=1, predict the reactants needed to synthesize it. The reactants are: [H-].[Na+].[NH2:3][C:4]1[CH:5]=[CH:6][C:7]([CH3:11])=[C:8]([OH:10])[CH:9]=1.I[C:13]1[CH:14]=[CH:15][C:16]2[N:17]([CH:19]=[C:20]([NH:22][C:23]([CH:25]3[CH2:27][CH2:26]3)=[O:24])[N:21]=2)[N:18]=1. (2) The reactants are: [OH:1][C:2]1[CH:11]=[C:10]2[C:5]([C:6]([O:12][C:13]3[CH:14]=[C:15]4[C:19](=[CH:20][CH:21]=3)[NH:18][CH:17]=[CH:16]4)=[N:7][CH:8]=[N:9]2)=[CH:4][C:3]=1[O:22][CH3:23].[CH3:24][O:25][CH2:26][CH2:27][N:28]([CH2:30][CH2:31]O)[CH3:29]. Given the product [NH:18]1[C:19]2[C:15](=[CH:14][C:13]([O:12][C:6]3[C:5]4[C:10](=[CH:11][C:2]([O:1][CH2:31][CH2:30][N:28]([CH2:27][CH2:26][O:25][CH3:24])[CH3:29])=[C:3]([O:22][CH3:23])[CH:4]=4)[N:9]=[CH:8][N:7]=3)=[CH:21][CH:20]=2)[CH:16]=[CH:17]1, predict the reactants needed to synthesize it. (3) Given the product [CH:10]1([NH:14][C:2]2[CH:9]=[CH:8][C:5]([C:6]#[N:7])=[CH:4][CH:3]=2)[CH2:13][CH2:12][CH2:11]1, predict the reactants needed to synthesize it. The reactants are: F[C:2]1[CH:9]=[CH:8][C:5]([C:6]#[N:7])=[CH:4][CH:3]=1.[CH:10]1([NH2:14])[CH2:13][CH2:12][CH2:11]1.C([O-])([O-])=O.[K+].[K+]. (4) Given the product [F:12][C:4]1[CH:3]=[C:2]([C:21]2[CH2:26][CH2:25][N:24]([C:27]([O:29][C:30]([CH3:33])([CH3:32])[CH3:31])=[O:28])[CH2:23][CH:22]=2)[CH:11]=[CH:10][C:5]=1[C:6]([O:8][CH3:9])=[O:7], predict the reactants needed to synthesize it. The reactants are: Br[C:2]1[CH:11]=[CH:10][C:5]([C:6]([O:8][CH3:9])=[O:7])=[C:4]([F:12])[CH:3]=1.CC1(C)C(C)(C)OB([C:21]2[CH2:26][CH2:25][N:24]([C:27]([O:29][C:30]([CH3:33])([CH3:32])[CH3:31])=[O:28])[CH2:23][CH:22]=2)O1.P([O-])([O-])([O-])=O.[K+].[K+].[K+]. (5) The reactants are: [NH2:1][CH:2]([C:4]1[N:9]=[N:8][C:7]([NH:10][C:11]2[CH:16]=[C:15]([O:17][CH3:18])[C:14]([O:19][CH3:20])=[C:13]([O:21][CH3:22])[CH:12]=2)=[N:6][CH:5]=1)[CH3:3].[CH3:23][C:24]([CH3:38])([CH3:37])[C:25]([NH:27][C:28]1[CH:36]=[CH:35][CH:34]=[CH:33][C:29]=1[C:30](O)=[O:31])=[O:26].C(N(CC)CC)C. Given the product [CH3:23][C:24]([CH3:38])([CH3:37])[C:25]([NH:27][C:28]1[CH:36]=[CH:35][CH:34]=[CH:33][C:29]=1[C:30]([NH:1][CH:2]([C:4]1[N:9]=[N:8][C:7]([NH:10][C:11]2[CH:12]=[C:13]([O:21][CH3:22])[C:14]([O:19][CH3:20])=[C:15]([O:17][CH3:18])[CH:16]=2)=[N:6][CH:5]=1)[CH3:3])=[O:31])=[O:26], predict the reactants needed to synthesize it. (6) Given the product [F:40][C:34]1[CH:35]=[CH:36][C:37]([F:39])=[CH:38][C:33]=1[CH:31]([C:28]1[C:27]([F:41])=[CH:26][C:25]([CH2:24][OH:23])=[CH:30][N:29]=1)[OH:32], predict the reactants needed to synthesize it. The reactants are: O1CCCC1.[Si]([O:23][CH2:24][C:25]1[CH:26]=[C:27]([F:41])[C:28]([CH:31]([C:33]2[CH:38]=[C:37]([F:39])[CH:36]=[CH:35][C:34]=2[F:40])[OH:32])=[N:29][CH:30]=1)(C(C)(C)C)(C1C=CC=CC=1)C1C=CC=CC=1.[F-].C([N+](CCCC)(CCCC)CCCC)CCC.CCCCCC. (7) The reactants are: [CH3:1][C:2]1[N:7]=[N:6][C:5]([C:8]2[N:12]([C:13]3[CH:14]=[N:15][CH:16]=[CH:17][CH:18]=3)[N:11]=[C:10]([C:19]([O:21]C)=[O:20])[CH:9]=2)=[CH:4][CH:3]=1.[OH-].[Na+].Cl. Given the product [CH3:1][C:2]1[N:7]=[N:6][C:5]([C:8]2[N:12]([C:13]3[CH:14]=[N:15][CH:16]=[CH:17][CH:18]=3)[N:11]=[C:10]([C:19]([OH:21])=[O:20])[CH:9]=2)=[CH:4][CH:3]=1, predict the reactants needed to synthesize it. (8) Given the product [Cl:51][C:46]1[CH:47]=[CH:48][CH:49]=[CH:50][C:45]=1[N:42]1[C:38]2[N:39]=[CH:40][N:41]=[C:36]([O:35][C@@H:24]([CH2:23][O:22][CH2:21][CH2:20][OH:19])[C:25]([NH:27][C:28]3[CH:33]=[CH:32][C:31]([CH3:34])=[CH:30][N:29]=3)=[O:26])[C:37]=2[N:44]=[N:43]1, predict the reactants needed to synthesize it. The reactants are: Cl.[Si]([O:19][CH2:20][CH2:21][O:22][CH2:23][C@H:24]([O:35][C:36]1[C:37]2[N:44]=[N:43][N:42]([C:45]3[CH:50]=[CH:49][CH:48]=[CH:47][C:46]=3[Cl:51])[C:38]=2[N:39]=[CH:40][N:41]=1)[C:25]([NH:27][C:28]1[CH:33]=[CH:32][C:31]([CH3:34])=[CH:30][N:29]=1)=[O:26])(C(C)(C)C)(C1C=CC=CC=1)C1C=CC=CC=1. (9) Given the product [C:10]([NH:20][CH2:21][CH2:22][CH2:23][CH2:24][C:25]1[CH:30]=[CH:29][CH:28]=[CH:8][C:7]=1[O:6][CH2:5][CH:4]([OH:1])[CH2:40][OH:44])([O:12][CH2:13][C:14]1[CH:15]=[CH:16][CH:17]=[CH:18][CH:19]=1)=[O:11], predict the reactants needed to synthesize it. The reactants are: [OH2:1].C[N+]1([O-])[CH2:8][CH2:7][O:6][CH2:5][CH2:4]1.[C:10]([NH:20][CH2:21][CH2:22][CH2:23][CH2:24][C:25]1[CH:30]=[CH:29][C:28](OCC=C)=CC=1)([O:12][CH2:13][C:14]1[CH:19]=[CH:18][CH:17]=[CH:16][CH:15]=1)=[O:11].OS([O-])=O.[Na+].[C:40]([OH:44])(C)(C)C. (10) Given the product [C:1]1([C:7]2[N:12]=[C:11]3[CH2:13][CH2:14][CH2:15][N:16]([CH2:24][CH2:25][CH2:26][C:27]([O:29][CH3:30])=[O:28])[C:10]3=[N:9][C:8]=2[C:17]2[CH:18]=[CH:19][CH:20]=[CH:21][CH:22]=2)[CH:2]=[CH:3][CH:4]=[CH:5][CH:6]=1, predict the reactants needed to synthesize it. The reactants are: [C:1]1([C:7]2[N:12]=[C:11]3[CH2:13][CH2:14][CH2:15][NH:16][C:10]3=[N:9][C:8]=2[C:17]2[CH:22]=[CH:21][CH:20]=[CH:19][CH:18]=2)[CH:6]=[CH:5][CH:4]=[CH:3][CH:2]=1.O=[CH:24][CH2:25][CH2:26][C:27]([O:29][CH3:30])=[O:28].